From a dataset of Catalyst prediction with 721,799 reactions and 888 catalyst types from USPTO. Predict which catalyst facilitates the given reaction. (1) Reactant: [CH3:1][C:2]1[C:7]([CH3:8])=[N:6][CH:5]=[CH:4][N:3]=1.C1C=C(Cl)C=C(C(OO)=[O:17])C=1.C1(P(C2C=CC=CC=2)C2C=CC=CC=2)C=CC=CC=1. Product: [CH3:1][C:2]1[C:7]([CH3:8])=[N:6][CH:5]=[CH:4][N+:3]=1[O-:17]. The catalyst class is: 2. (2) Reactant: [C:1]1([C:7]2[C:16]([N:17]3[CH2:22][CH2:21][CH:20]([C:23]4[CH:28]=[CH:27][CH:26]=[CH:25][CH:24]=4)[CH2:19][CH2:18]3)=[N:15][C:14]3[C:9](=[CH:10][CH:11]=[C:12]([C:29]([O:31]C)=[O:30])[CH:13]=3)[N:8]=2)[CH:6]=[CH:5][CH:4]=[CH:3][CH:2]=1.[OH-].[Na+].Cl. Product: [C:1]1([C:7]2[C:16]([N:17]3[CH2:18][CH2:19][CH:20]([C:23]4[CH:24]=[CH:25][CH:26]=[CH:27][CH:28]=4)[CH2:21][CH2:22]3)=[N:15][C:14]3[C:9](=[CH:10][CH:11]=[C:12]([C:29]([OH:31])=[O:30])[CH:13]=3)[N:8]=2)[CH:6]=[CH:5][CH:4]=[CH:3][CH:2]=1. The catalyst class is: 24. (3) Reactant: Cl[CH2:2][C:3]1[CH:8]=[CH:7][CH:6]=[CH:5][N:4]=1.[N:9]1([C:16]2[N:21]=[C:20]([NH2:22])[N:19]3[N:23]=[C:24]([C:26]4[O:27][CH:28]=[CH:29][CH:30]=4)[N:25]=[C:18]3[N:17]=2)[CH2:15][CH2:14][CH2:13][NH:12][CH2:11][CH2:10]1.CCN(CC)CC. Product: [O:27]1[CH:28]=[CH:29][CH:30]=[C:26]1[C:24]1[N:25]=[C:18]2[N:17]=[C:16]([N:9]3[CH2:15][CH2:14][CH2:13][N:12]([CH2:2][C:3]4[CH:8]=[CH:7][CH:6]=[CH:5][N:4]=4)[CH2:11][CH2:10]3)[N:21]=[C:20]([NH2:22])[N:19]2[N:23]=1. The catalyst class is: 23.